Dataset: Reaction yield outcomes from USPTO patents with 853,638 reactions. Task: Predict the reaction yield, written as a fraction of the theoretical maximum amount of product (1.0 means a 100% yield; for example, 0.34 means a 34% yield). (1) The catalyst is C1C=CC=CC=1. The yield is 0.580. The product is [CH:19]([C:18]1[C:13]([NH:12][C:7](=[O:8])[O:9][CH2:10][CH3:11])=[N:14][CH:15]=[CH:16][CH:17]=1)=[O:20]. The reactants are [C:7](O[C:7]([O:9][CH2:10][CH3:11])=[O:8])(=[O:8])[O:9][CH2:10][CH3:11].[NH2:12][C:13]1[C:18]([CH:19]=[O:20])=[CH:17][CH:16]=[CH:15][N:14]=1. (2) The reactants are [C:1]([O:5][C:6]([NH:8][CH2:9][C:10]1[N:11](CC(C)C)[C:12](=[O:30])[C:13]2[C:18]([C:19]=1[C:20]1[CH:25]=[CH:24][C:23]([Cl:26])=[CH:22][CH:21]=1)=[CH:17][C:16]([C:27]([NH2:29])=O)=[CH:15][CH:14]=2)=[O:7])([CH3:4])([CH3:3])[CH3:2].N1C(Cl)=NC(Cl)=NC=1Cl.CN(C)C=O. The catalyst is O. The product is [Cl:26][C:23]1[CH:22]=[CH:21][C:20]([C:19]2[C:18]3[C:13](=[CH:14][CH:15]=[C:16]([C:27]#[N:29])[CH:17]=3)[C:12](=[O:30])[NH:11][C:10]=2[CH2:9][NH:8][C:6](=[O:7])[O:5][C:1]([CH3:3])([CH3:2])[CH3:4])=[CH:25][CH:24]=1. The yield is 0.804.